Dataset: Catalyst prediction with 721,799 reactions and 888 catalyst types from USPTO. Task: Predict which catalyst facilitates the given reaction. (1) Reactant: C([O:8][C:9]1[CH:14]=[CH:13][C:12]([S:15]([NH:18][C@@H:19]2[CH2:24][CH2:23][O:22][CH2:21][C@:20]2([CH3:33])[C:25]([NH:27][O:28][C:29]([CH3:32])([CH3:31])[CH3:30])=[O:26])(=[O:17])=[O:16])=[CH:11][CH:10]=1)C1C=CC=CC=1. Product: [C:29]([O:28][NH:27][C:25]([C@:20]1([CH3:33])[C@H:19]([NH:18][S:15]([C:12]2[CH:13]=[CH:14][C:9]([OH:8])=[CH:10][CH:11]=2)(=[O:17])=[O:16])[CH2:24][CH2:23][O:22][CH2:21]1)=[O:26])([CH3:32])([CH3:30])[CH3:31]. The catalyst class is: 78. (2) Reactant: [NH2:1][C:2]1[CH:3]=[C:4]([NH:16][C:17]2[CH:22]=[C:21]([Cl:23])[N:20]=[CH:19][N:18]=2)[CH:5]=[CH:6][C:7]=1[O:8][CH2:9][C:10]1[CH:15]=[CH:14][CH:13]=[CH:12][CH:11]=1.N1C=CC=CC=1.[CH3:30][S:31](Cl)(=[O:33])=[O:32]. Product: [Cl:23][C:21]1[N:20]=[CH:19][N:18]=[C:17]([NH:16][C:4]2[CH:5]=[CH:6][C:7]([O:8][CH2:9][C:10]3[CH:11]=[CH:12][CH:13]=[CH:14][CH:15]=3)=[C:2]([NH:1][S:31]([CH3:30])(=[O:33])=[O:32])[CH:3]=2)[CH:22]=1. The catalyst class is: 4. (3) Reactant: [Cl:1][C:2]1[CH:3]=[C:4]2[C:9](=[CH:10][C:11]=1[O:12][C:13]1[CH:18]=[CH:17][C:16]([C:19](=[O:34])[NH:20][C:21]3[CH:26]=[CH:25][CH:24]=[C:23]([C:27]4[CH:32]=[CH:31][C:30]([CH3:33])=[CH:29][CH:28]=4)[N:22]=3)=[CH:15][CH:14]=1)[O:8][CH2:7][CH2:6][CH:5]2[C:35]([O:37]CC)=[O:36].[OH-].[Na+]. Product: [Cl:1][C:2]1[CH:3]=[C:4]2[C:9](=[CH:10][C:11]=1[O:12][C:13]1[CH:18]=[CH:17][C:16]([C:19](=[O:34])[NH:20][C:21]3[CH:26]=[CH:25][CH:24]=[C:23]([C:27]4[CH:28]=[CH:29][C:30]([CH3:33])=[CH:31][CH:32]=4)[N:22]=3)=[CH:15][CH:14]=1)[O:8][CH2:7][CH2:6][CH:5]2[C:35]([OH:37])=[O:36]. The catalyst class is: 219. (4) Reactant: [CH3:1][O:2][C:3]([CH:5]1[N:9]2[C:10](=[O:24])[CH:11]([NH:16]C(OC(C)(C)C)=O)[CH2:12][CH2:13][CH2:14][CH2:15][CH:8]2[CH2:7][CH2:6]1)=[O:4].FC(F)(F)C(O)=O. Product: [CH3:1][O:2][C:3]([C@H:5]1[N:9]2[C:10](=[O:24])[C@@H:11]([NH2:16])[CH2:12][CH2:13][CH2:14][CH2:15][C@H:8]2[CH2:7][CH2:6]1)=[O:4]. The catalyst class is: 4.